Dataset: Full USPTO retrosynthesis dataset with 1.9M reactions from patents (1976-2016). Task: Predict the reactants needed to synthesize the given product. Given the product [CH:1]1([C:7]2[C:17]3[O:16][CH2:15][CH2:14][N:13]([C:18]([O:20][C:21]([CH3:24])([CH3:23])[CH3:22])=[O:19])[CH2:12][C:11]=3[CH:10]=[CH:9][CH:8]=2)[CH2:2][CH2:3][CH2:4][CH2:5][CH2:6]1, predict the reactants needed to synthesize it. The reactants are: [C:1]1([C:7]2[C:17]3[O:16][CH2:15][CH2:14][N:13]([C:18]([O:20][C:21]([CH3:24])([CH3:23])[CH3:22])=[O:19])[CH2:12][C:11]=3[CH:10]=[CH:9][CH:8]=2)[CH2:6][CH2:5][CH2:4][CH2:3][CH:2]=1.